From a dataset of NCI-60 drug combinations with 297,098 pairs across 59 cell lines. Regression. Given two drug SMILES strings and cell line genomic features, predict the synergy score measuring deviation from expected non-interaction effect. (1) Drug 1: CS(=O)(=O)C1=CC(=C(C=C1)C(=O)NC2=CC(=C(C=C2)Cl)C3=CC=CC=N3)Cl. Drug 2: C1=CC(=CC=C1CC(C(=O)O)N)N(CCCl)CCCl.Cl. Cell line: HL-60(TB). Synergy scores: CSS=43.5, Synergy_ZIP=1.16, Synergy_Bliss=-2.35, Synergy_Loewe=-36.5, Synergy_HSA=-6.32. (2) Drug 1: CN1C(=O)N2C=NC(=C2N=N1)C(=O)N. Drug 2: CCN(CC)CCNC(=O)C1=C(NC(=C1C)C=C2C3=C(C=CC(=C3)F)NC2=O)C. Cell line: SF-295. Synergy scores: CSS=3.40, Synergy_ZIP=-0.441, Synergy_Bliss=0.337, Synergy_Loewe=1.53, Synergy_HSA=0.559.